From a dataset of NCI-60 drug combinations with 297,098 pairs across 59 cell lines. Regression. Given two drug SMILES strings and cell line genomic features, predict the synergy score measuring deviation from expected non-interaction effect. Drug 1: C(=O)(N)NO. Drug 2: C1C(C(OC1N2C=NC(=NC2=O)N)CO)O. Cell line: SW-620. Synergy scores: CSS=20.6, Synergy_ZIP=-4.70, Synergy_Bliss=-0.197, Synergy_Loewe=4.07, Synergy_HSA=4.50.